This data is from Full USPTO retrosynthesis dataset with 1.9M reactions from patents (1976-2016). The task is: Predict the reactants needed to synthesize the given product. (1) Given the product [NH:1]([C:22]([O:24][CH2:25][C:26]1[CH:27]=[CH:28][CH:29]=[CH:30][CH:31]=1)=[O:23])[C@H:2]([C:4]([NH:6][C@H:7]([C:11]([N:13]1[CH2:21][CH2:20][CH2:19][C@H:14]1[C:15]([OH:17])=[O:16])=[O:12])[CH:8]([CH3:10])[CH3:9])=[O:5])[CH3:3], predict the reactants needed to synthesize it. The reactants are: [NH:1]([C:22]([O:24][CH2:25][C:26]1[CH:31]=[CH:30][CH:29]=[CH:28][CH:27]=1)=[O:23])[C@H:2]([C:4]([NH:6][C@H:7]([C:11]([N:13]1[CH2:21][CH2:20][CH2:19][C@H:14]1[C:15]([O:17]C)=[O:16])=[O:12])[CH:8]([CH3:10])[CH3:9])=[O:5])[CH3:3].[OH-].[Na+]. (2) Given the product [NH:11]1[CH2:15][CH2:14][C@H:13]([O:16][CH2:17][CH2:18][O:19][CH2:20][CH2:21][O:22][CH2:23][CH2:24][OH:25])[CH2:12]1, predict the reactants needed to synthesize it. The reactants are: C(OC([N:11]1[CH2:15][CH2:14][C@H:13]([O:16][CH2:17][CH2:18][O:19][CH2:20][CH2:21][O:22][CH2:23][CH2:24][O:25]CC2C=CC=CC=2)[CH2:12]1)=O)C1C=CC=CC=1. (3) Given the product [CH:1]1[C:2]([CH2:10][C@@H:11]([NH2:28])[CH2:12][C:13]([N:15]2[CH2:27][C:19]3=[N:20][N:21]=[C:22]([C:23]([F:26])([F:25])[F:24])[N:18]3[CH2:17][CH2:16]2)=[O:14])=[C:3]([F:9])[CH:4]=[C:5]([F:8])[C:6]=1[F:7].[C:29]([O-:38])(=[O:37])[CH2:30][CH2:31][CH2:32][CH2:33][C:34]([O-:36])=[O:35], predict the reactants needed to synthesize it. The reactants are: [CH:1]1[C:2]([CH2:10][C@@H:11]([NH2:28])[CH2:12][C:13]([N:15]2[CH2:27][C:19]3=[N:20][N:21]=[C:22]([C:23]([F:26])([F:25])[F:24])[N:18]3[CH2:17][CH2:16]2)=[O:14])=[C:3]([F:9])[CH:4]=[C:5]([F:8])[C:6]=1[F:7].[C:29]([OH:38])(=[O:37])[CH2:30][CH2:31][CH2:32][CH2:33][C:34]([OH:36])=[O:35]. (4) Given the product [CH2:21]([O:20][C:14]1[CH:15]=[CH:16][C:17]([CH3:19])=[CH:18][C:13]=1[C:12]1[N:11]([CH2:26][C:27]2[CH:32]=[CH:31][C:30]([Cl:33])=[CH:29][CH:28]=2)[C:3]2[C:4](=[O:10])[NH:5][C:6](=[O:9])[N:7]([CH3:8])[C:2]=2[N:1]=1)[CH2:22][CH:23]=[CH2:24], predict the reactants needed to synthesize it. The reactants are: [NH2:1][C:2]1[N:7]([CH3:8])[C:6](=[O:9])[NH:5][C:4](=[O:10])[C:3]=1[N:11]([CH2:26][C:27]1[CH:32]=[CH:31][C:30]([Cl:33])=[CH:29][CH:28]=1)[C:12](=O)[C:13]1[CH:18]=[C:17]([CH3:19])[CH:16]=[CH:15][C:14]=1[O:20][CH2:21][CH2:22][CH:23]=[CH2:24].[OH-].[Na+]. (5) Given the product [Br:25][C:24]1[C:20]([C:16]2[CH:15]=[C:14]([NH:13][C:10]([O:9][C:6]3[CH:7]=[CH:8][C:3]([O:2][CH3:1])=[CH:4][CH:5]=3)=[O:11])[CH:19]=[CH:18][CH:17]=2)=[N:21][N:22]([CH3:26])[CH:23]=1, predict the reactants needed to synthesize it. The reactants are: [CH3:1][O:2][C:3]1[CH:8]=[CH:7][C:6]([O:9][C:10](Cl)=[O:11])=[CH:5][CH:4]=1.[NH2:13][C:14]1[CH:15]=[C:16]([C:20]2[C:24]([Br:25])=[CH:23][N:22]([CH3:26])[N:21]=2)[CH:17]=[CH:18][CH:19]=1.C(N(CC)CC)C. (6) Given the product [C:22]([NH:4][CH2:3][CH:2]([OH:1])[CH2:5][NH:6][C:12]([O:11][C:8]([CH3:10])([CH3:9])[CH3:7])=[O:13])([O:25][C:8]([CH3:10])([CH3:9])[CH3:7])=[O:23], predict the reactants needed to synthesize it. The reactants are: [OH:1][CH:2]([CH2:5][NH2:6])[CH2:3][NH2:4].[CH3:7][C:8]([O:11][C:12](O[C:12]([O:11][C:8]([CH3:10])([CH3:9])[CH3:7])=[O:13])=[O:13])([CH3:10])[CH3:9].[C:22]([O-:25])([O-])=[O:23].[Na+].[Na+]. (7) Given the product [C:1]([C:5]1[C:10]([CH2:11][OH:12])=[CH:9][N:8]=[C:7]([NH:14][C:15]2[CH:20]=[CH:19][CH:18]=[C:17]([Cl:21])[CH:16]=2)[N:6]=1)([CH3:4])([CH3:2])[CH3:3], predict the reactants needed to synthesize it. The reactants are: [C:1]([C:5]1[C:10]([C:11](O)=[O:12])=[CH:9][N:8]=[C:7]([NH:14][C:15]2[CH:20]=[CH:19][CH:18]=[C:17]([Cl:21])[CH:16]=2)[N:6]=1)([CH3:4])([CH3:3])[CH3:2].[BH4-].[Na+]. (8) The reactants are: [C:1]([O:5][C:6]([N:8]1[CH2:15][CH2:14][N:13]([C:16]2[N:17]=[C:18]([C:26]3[C:27](=[O:44])[N:28](CO)[C:29](=[O:41])[C:30]=3[C:31]3[C:39]4[C:34](=[C:35]([CH3:40])[CH:36]=[CH:37][CH:38]=4)[NH:33][CH:32]=3)[C:19]3[C:24]([CH:25]=2)=[CH:23][CH:22]=[CH:21][CH:20]=3)[CH2:12][C:9]21[CH2:11][CH2:10]2)=[O:7])([CH3:4])([CH3:3])[CH3:2].C1CCN2C(=NCCC2)CC1.ClC(Cl)(Cl)C#N.C(OP(=O)(O)OC(C)(C)C)(C)(C)C. Given the product [C:1]([O:5][C:6]([N:8]1[CH2:15][CH2:14][N:13]([C:16]2[N:17]=[C:18]([C:26]3[C:27](=[O:44])[NH:28][C:29](=[O:41])[C:30]=3[C:31]3[C:39]4[C:34](=[C:35]([CH3:40])[CH:36]=[CH:37][CH:38]=4)[NH:33][CH:32]=3)[C:19]3[C:24]([CH:25]=2)=[CH:23][CH:22]=[CH:21][CH:20]=3)[CH2:12][C:9]21[CH2:11][CH2:10]2)=[O:7])([CH3:4])([CH3:2])[CH3:3], predict the reactants needed to synthesize it. (9) Given the product [CH:1]1([C:4]2[C:12]([N:13]([S:14]([CH3:17])(=[O:16])=[O:15])[CH2:18][CH2:19][O:20][C:32]([C:33]3[CH:41]=[CH:40][CH:39]=[CH:38][C:34]=3[C:35]([OH:37])=[O:36])=[O:42])=[CH:11][C:10]3[C:6](=[C:7]([C:28](=[O:29])[NH:30][CH3:31])[N:8]([C:21]4[CH:22]=[CH:23][C:24]([F:27])=[CH:25][CH:26]=4)[N:9]=3)[CH:5]=2)[CH2:3][CH2:2]1, predict the reactants needed to synthesize it. The reactants are: [CH:1]1([C:4]2[C:12]([N:13]([CH2:18][CH2:19][OH:20])[S:14]([CH3:17])(=[O:16])=[O:15])=[CH:11][C:10]3[C:6](=[C:7]([C:28]([NH:30][CH3:31])=[O:29])[N:8]([C:21]4[CH:26]=[CH:25][C:24]([F:27])=[CH:23][CH:22]=4)[N:9]=3)[CH:5]=2)[CH2:3][CH2:2]1.[C:32]1(=[O:42])[O:37][C:35](=[O:36])[C:34]2=[CH:38][CH:39]=[CH:40][CH:41]=[C:33]12.